From a dataset of Peptide-MHC class I binding affinity with 185,985 pairs from IEDB/IMGT. Regression. Given a peptide amino acid sequence and an MHC pseudo amino acid sequence, predict their binding affinity value. This is MHC class I binding data. (1) The peptide sequence is YAPVSPIVI. The MHC is H-2-Kb with pseudo-sequence H-2-Kb. The binding affinity (normalized) is 0. (2) The binding affinity (normalized) is 0.556. The peptide sequence is KAGQYVTIW. The MHC is HLA-A32:01 with pseudo-sequence HLA-A32:01. (3) The peptide sequence is SYGNANVSF. The MHC is HLA-A31:01 with pseudo-sequence HLA-A31:01. The binding affinity (normalized) is 0.0847. (4) The binding affinity (normalized) is 0. The peptide sequence is YTVKYYNL. The MHC is H-2-Db with pseudo-sequence H-2-Db. (5) The peptide sequence is QENPYRTWAY. The MHC is HLA-B44:02 with pseudo-sequence HLA-B44:02. The binding affinity (normalized) is 0.812. (6) The peptide sequence is LPPERRQPF. The MHC is HLA-A01:01 with pseudo-sequence HLA-A01:01. The binding affinity (normalized) is 0.0847.